Dataset: Reaction yield outcomes from USPTO patents with 853,638 reactions. Task: Predict the reaction yield, written as a fraction of the theoretical maximum amount of product (1.0 means a 100% yield; for example, 0.34 means a 34% yield). (1) The reactants are [CH:1]1([C:4]2[CH:5]=[CH:6][C:7]([C:15]([OH:17])=O)=[N:8][C:9]=2[O:10][CH2:11][CH:12]2[CH2:14][CH2:13]2)[CH2:3][CH2:2]1.[NH2:18][C:19]1([CH2:24][C:25]([NH2:27])=[O:26])[CH2:23][CH2:22][O:21][CH2:20]1.CCN(C(C)C)C(C)C. No catalyst specified. The product is [NH2:27][C:25](=[O:26])[CH2:24][C:19]1([NH:18][C:15]([C:7]2[CH:6]=[CH:5][C:4]([CH:1]3[CH2:2][CH2:3]3)=[C:9]([O:10][CH2:11][CH:12]3[CH2:13][CH2:14]3)[N:8]=2)=[O:17])[CH2:23][CH2:22][O:21][CH2:20]1. The yield is 0.280. (2) The reactants are [CH:1]1([CH2:4][OH:5])[CH2:3][CH2:2]1.[H-].[Na+].F[C:9]1[CH:14]=[C:13]([F:15])[CH:12]=[CH:11][C:10]=1[N+:16]([O-:18])=[O:17]. The catalyst is C1COCC1. The product is [CH:1]1([CH2:4][O:5][C:9]2[CH:14]=[C:13]([F:15])[CH:12]=[CH:11][C:10]=2[N+:16]([O-:18])=[O:17])[CH2:3][CH2:2]1. The yield is 0.860. (3) The reactants are [CH2:1]([N:3]1[C:11]2[C:6](=[CH:7][CH:8]=[C:9]([O:12][CH3:13])[CH:10]=2)[C:5]([C:14](O)=[O:15])=[C:4]1[CH3:17])[CH3:2].C(Cl)(=O)C(Cl)=O.[CH3:24][NH2:25]. No catalyst specified. The product is [CH3:24][NH:25][C:14]([C:5]1[C:6]2[C:11](=[CH:10][C:9]([O:12][CH3:13])=[CH:8][CH:7]=2)[N:3]([CH2:1][CH3:2])[C:4]=1[CH3:17])=[O:15]. The yield is 0.950. (4) The reactants are [CH3:1][C:2]1[CH:3]=[C:4]([C:8]([C:10]2[CH:15]=[CH:14][CH:13]=[C:12](C)[N:11]=2)=O)[O:5][C:6]=1[CH3:7].[NH3:17].[CH3:18]O. No catalyst specified. The product is [CH3:1][C:2]1[CH:3]=[C:4]([OH:5])[C:8]([C:10]2[CH:15]=[CH:14][C:13]([CH3:18])=[CH:12][N:11]=2)=[N:17][C:6]=1[CH3:7]. The yield is 0.680. (5) The reactants are [F:1][C:2]1[CH:7]=[CH:6][C:5]([CH2:8][CH2:9][NH2:10])=[CH:4][CH:3]=1.C([O:13][C:14]([C:16]1[N:17]=[C:18]2[CH:23]=[CH:22][C:21]([N:24]3[CH2:29][CH2:28][N:27]([C:30](=[O:42])[C:31]4[CH:36]=[C:35]([F:37])[CH:34]=[CH:33][C:32]=4[C:38]([F:41])([F:40])[F:39])[CH2:26][CH2:25]3)=[N:20][N:19]2[CH:43]=1)=O)C. No catalyst specified. The product is [F:1][C:2]1[CH:7]=[CH:6][C:5]([CH2:8][CH2:9][NH:10][C:14]([C:16]2[N:17]=[C:18]3[CH:23]=[CH:22][C:21]([N:24]4[CH2:29][CH2:28][N:27]([C:30](=[O:42])[C:31]5[CH:36]=[C:35]([F:37])[CH:34]=[CH:33][C:32]=5[C:38]([F:39])([F:41])[F:40])[CH2:26][CH2:25]4)=[N:20][N:19]3[CH:43]=2)=[O:13])=[CH:4][CH:3]=1. The yield is 0.420. (6) The reactants are Br[C:2]1[C:3]([O:10][CH3:11])=[N:4][C:5]([O:8][CH3:9])=[CH:6][CH:7]=1.C([Li])CCC.[Si:17]([O:24][CH2:25][C@H:26]1[N:30]=[CH:29][C@@H:28]2[O:31][C:32]([CH3:35])([CH3:34])[O:33][C@H:27]12)([C:20]([CH3:23])([CH3:22])[CH3:21])([CH3:19])[CH3:18]. The catalyst is O1CCCC1.C1(C)C=CC=CC=1. The product is [Si:17]([O:24][CH2:25][C@H:26]1[NH:30][CH:29]([C:2]2[C:3]([O:10][CH3:11])=[N:4][C:5]([O:8][CH3:9])=[CH:6][CH:7]=2)[C@@H:28]2[O:31][C:32]([CH3:35])([CH3:34])[O:33][C@H:27]12)([C:20]([CH3:23])([CH3:21])[CH3:22])([CH3:19])[CH3:18]. The yield is 0.318.